This data is from Full USPTO retrosynthesis dataset with 1.9M reactions from patents (1976-2016). The task is: Predict the reactants needed to synthesize the given product. (1) Given the product [Cl:18][C:16]1[N:15]=[N:14][C:13]([S:19][CH2:20][CH3:21])=[C:12]([C:10]2[N:2]([CH3:1])[C:3]3=[N:4][CH:5]=[C:6]([C:22]([F:25])([F:24])[F:23])[CH:7]=[C:8]3[N:9]=2)[CH:17]=1, predict the reactants needed to synthesize it. The reactants are: [CH3:1][NH:2][C:3]1[C:8]([NH:9][C:10]([C:12]2[CH:17]=[C:16]([Cl:18])[N:15]=[N:14][C:13]=2[S:19][CH2:20][CH3:21])=O)=[CH:7][C:6]([C:22]([F:25])([F:24])[F:23])=[CH:5][N:4]=1.P(Cl)(Cl)(Cl)=O.C(N(CC)C(C)C)(C)C.C(=O)(O)[O-].[Na+]. (2) Given the product [CH:1]([O:4][C:8]1[C:9]([CH3:16])=[C:10]([C:13]([OH:15])=[O:14])[S:11][CH:12]=1)([CH3:3])[CH3:2], predict the reactants needed to synthesize it. The reactants are: [CH:1]([OH:4])([CH3:3])[CH3:2].[H-].[Na+].Br[C:8]1[C:9]([CH3:16])=[C:10]([C:13]([OH:15])=[O:14])[S:11][CH:12]=1. (3) Given the product [Br:1][C:2]1[N:7]=[C:6]([C:8]([O:10][CH3:11])=[O:9])[CH:5]=[CH:4][CH:3]=1, predict the reactants needed to synthesize it. The reactants are: [Br:1][C:2]1[N:7]=[C:6]([C:8]([OH:10])=[O:9])[CH:5]=[CH:4][CH:3]=1.[C:11](=O)([O-])[O-].[K+].[K+].CI. (4) Given the product [F:2][C:3]1[C:12]2[C:7](=[CH:8][CH:9]=[CH:10][CH:11]=2)[CH:6]=[CH:5][C:4]=1[O:13][CH2:14][CH2:15][NH:16][CH2:23][C:19]1[N:18]([CH3:17])[CH:22]=[CH:21][CH:20]=1, predict the reactants needed to synthesize it. The reactants are: [Cl-].[F:2][C:3]1[C:12]2[C:7](=[CH:8][CH:9]=[CH:10][CH:11]=2)[CH:6]=[CH:5][C:4]=1[O:13][CH2:14][CH2:15][NH3+:16].[CH3:17][N:18]1[CH:22]=[CH:21][CH:20]=[C:19]1[CH:23]=O.